Predict the product of the given reaction. From a dataset of Forward reaction prediction with 1.9M reactions from USPTO patents (1976-2016). Given the reactants C([N:8]1[CH2:12][C@@H:11]([C:13]2[CH:18]=[CH:17][CH:16]=[CH:15][CH:14]=2)[C@H:10]([N:19]([CH3:39])[C:20](=[O:38])[C:21]([C:24]2[CH:29]=[C:28]([C:30]([F:33])([F:32])[F:31])[CH:27]=[C:26]([C:34]([F:37])([F:36])[F:35])[CH:25]=2)([CH3:23])[CH3:22])[CH2:9]1)C1C=CC=CC=1.C([O-])=O.[NH4+], predict the reaction product. The product is: [F:32][C:30]([F:31])([F:33])[C:28]1[CH:29]=[C:24]([C:21]([CH3:22])([CH3:23])[C:20]([N:19]([CH3:39])[C@H:10]2[C@H:11]([C:13]3[CH:18]=[CH:17][CH:16]=[CH:15][CH:14]=3)[CH2:12][NH:8][CH2:9]2)=[O:38])[CH:25]=[C:26]([C:34]([F:35])([F:36])[F:37])[CH:27]=1.